This data is from Reaction yield outcomes from USPTO patents with 853,638 reactions. The task is: Predict the reaction yield, written as a fraction of the theoretical maximum amount of product (1.0 means a 100% yield; for example, 0.34 means a 34% yield). (1) The reactants are Cl[CH2:2][CH2:3][CH2:4][N:5]1[CH2:10][CH2:9][S:8][C:7]2[CH:11]=[C:12]([N+:15]([O-:17])=[O:16])[CH:13]=[CH:14][C:6]1=2.[NH:18]1[CH2:22][CH2:21][CH2:20][CH2:19]1.C(=O)([O-])[O-].[K+].[K+].[I-].[K+]. The catalyst is C(#N)C.O. The product is [N+:15]([C:12]1[CH:13]=[CH:14][C:6]2[N:5]([CH2:4][CH2:3][CH2:2][N:18]3[CH2:22][CH2:21][CH2:20][CH2:19]3)[CH2:10][CH2:9][S:8][C:7]=2[CH:11]=1)([O-:17])=[O:16]. The yield is 0.940. (2) The reactants are C(O[C:9](=O)[N:10]([C@H:12]([C:14](=[O:43])[NH:15][C:16]1[C:17](=[O:42])[N:18]([CH2:28][C:29]2[CH:34]=[CH:33][CH:32]=[C:31]([O:35][C:36]3[CH:41]=[CH:40][CH:39]=[CH:38][CH:37]=3)[CH:30]=2)[C:19]([C:22]2[CH:27]=[CH:26][CH:25]=[CH:24][CH:23]=2)=[CH:20][CH:21]=1)[CH3:13])C)C1C=CC=CC=1.[H][H]. The catalyst is C(O)C. The product is [C:22]1([C:19]2[N:18]([CH2:28][C:29]3[CH:34]=[CH:33][CH:32]=[C:31]([O:35][C:36]4[CH:37]=[CH:38][CH:39]=[CH:40][CH:41]=4)[CH:30]=3)[C:17](=[O:42])[C:16]([NH:15][C:14](=[O:43])[C@@H:12]([NH:10][CH3:9])[CH3:13])=[CH:21][CH:20]=2)[CH:27]=[CH:26][CH:25]=[CH:24][CH:23]=1. The yield is 0.120. (3) The reactants are [CH3:1][C:2]1[CH:7]=[CH:6][N:5]=[CH:4][N:3]=1.[Cl:8][C:9]1[CH:10]=[C:11]([CH:17]=[CH:18][CH:19]=1)[C:12](OCC)=[O:13].C[Si]([N-][Si](C)(C)C)(C)C.[Li+]. The catalyst is O1CCCC1. The product is [Cl:8][C:9]1[CH:10]=[C:11]([C:12]([OH:13])=[CH:1][C:2]2[CH:7]=[CH:6][N:5]=[CH:4][N:3]=2)[CH:17]=[CH:18][CH:19]=1. The yield is 0.930. (4) The reactants are Br[C:2]12[CH2:11][CH:6]3[CH2:7][CH:8]([CH2:10][CH:4]([CH2:5]3)[CH2:3]1)[CH2:9]2.C(N(CC)CC)C.[CH2:19]([OH:34])[CH2:20][O:21][CH2:22][CH2:23][O:24][CH2:25][CH2:26][O:27][CH2:28][CH2:29][O:30][CH2:31][CH2:32][OH:33]. The catalyst is C1CCN2C(=NCCC2)CC1. The product is [C:2]12([O:33][CH2:32][CH2:31][O:30][CH2:29][CH2:28][O:27][CH2:26][CH2:25][O:24][CH2:23][CH2:22][O:21][CH2:20][CH2:19][OH:34])[CH2:11][CH:6]3[CH2:7][CH:8]([CH2:10][CH:4]([CH2:5]3)[CH2:3]1)[CH2:9]2. The yield is 0.700. (5) The reactants are [CH3:1][C:2]1[CH:7]=[C:6]([CH2:8][O:9]C(=O)C)[CH:5]=[CH:4][N:3]=1.[OH-].[NH4+]. The catalyst is CO. The product is [CH3:1][C:2]1[CH:7]=[C:6]([CH2:8][OH:9])[CH:5]=[CH:4][N:3]=1. The yield is 0.940.